Dataset: Reaction yield outcomes from USPTO patents with 853,638 reactions. Task: Predict the reaction yield, written as a fraction of the theoretical maximum amount of product (1.0 means a 100% yield; for example, 0.34 means a 34% yield). (1) The reactants are [CH3:1][CH:2]1[CH:6]2[C:7]([NH:9][CH:10]=[C:11]([CH3:12])[CH:5]2[CH2:4][CH2:3]1)=[O:8].[Br:13][C:14]1[CH:19]=[CH:18][C:17]([Bi]([C:17]2[CH:18]=[CH:19][C:14]([Br:13])=[CH:15][CH:16]=2)[C:17]2[CH:18]=[CH:19][C:14]([Br:13])=[CH:15][CH:16]=2)=[CH:16][CH:15]=1.C(N(CC)CC)C. The catalyst is ClCCl.C([O-])(=O)C.[Cu+2].C([O-])(=O)C. The product is [Br:13][C:14]1[CH:19]=[CH:18][C:17]([N:9]2[CH2:10][C@@H:11]([CH3:12])[C@H:5]3[CH2:4][CH2:3][C@H:2]([CH3:1])[C@H:6]3[C:7]2=[O:8])=[CH:16][CH:15]=1. The yield is 0.110. (2) The reactants are [CH3:1][C:2]1[CH:3]=[C:4]([CH:7]=[CH:8][C:9]=1[CH3:10])[CH:5]=O.[C:11]([NH:14][CH2:15][C:16]([OH:18])=[O:17])(=O)[CH3:12].C([O-])(=O)C.[Na+]. The catalyst is C(OC(=O)C)(=O)C. The product is [CH3:1][C:2]1[CH:3]=[C:4]([CH:7]=[CH:8][C:9]=1[CH3:10])/[CH:5]=[C:15]1\[N:14]=[C:11]([CH3:12])[O:18][C:16]\1=[O:17]. The yield is 0.466. (3) The reactants are [CH3:1][O:2][C:3]1[CH:4]=[C:5]([C:9]2[C:10]([C:15]3[CH:20]=[CH:19][N:18]=[CH:17][CH:16]=3)=[C:11]([SH:14])[NH:12][N:13]=2)[CH:6]=[CH:7][CH:8]=1.Cl[CH2:22][CH:23]=[O:24]. The catalyst is C1COCC1.O.C(OC(=O)C)C. The product is [CH3:1][O:2][C:3]1[CH:4]=[C:5]([C:9]2[C:10]([C:15]3[CH:20]=[CH:19][N:18]=[CH:17][CH:16]=3)=[C:11]3[S:14][CH2:22][CH:23]([OH:24])[N:12]3[N:13]=2)[CH:6]=[CH:7][CH:8]=1. The yield is 0.930.